Dataset: Reaction yield outcomes from USPTO patents with 853,638 reactions. Task: Predict the reaction yield, written as a fraction of the theoretical maximum amount of product (1.0 means a 100% yield; for example, 0.34 means a 34% yield). (1) The reactants are [CH3:1][O:2][C:3](=[O:25])[C@H:4]([CH2:21][CH2:22][S:23][CH3:24])[NH:5][C:6](=[O:20])[C:7]1[CH:12]=[CH:11][C:10]([NH2:13])=[CH:9][C:8]=1[C:14]1[CH:19]=[CH:18][CH:17]=[CH:16][CH:15]=1.[N:26]1[CH:31]=[CH:30][CH:29]=[C:28]([CH:32]=O)[CH:27]=1.C([BH3-])#N.[Na+].C(O)(=O)C. The catalyst is CO. The product is [CH3:1][O:2][C:3](=[O:25])[C@H:4]([CH2:21][CH2:22][S:23][CH3:24])[NH:5][C:6](=[O:20])[C:7]1[CH:12]=[CH:11][C:10]([NH:13][CH2:32][C:28]2[CH:27]=[N:26][CH:31]=[CH:30][CH:29]=2)=[CH:9][C:8]=1[C:14]1[CH:15]=[CH:16][CH:17]=[CH:18][CH:19]=1. The yield is 0.950. (2) The catalyst is C(#N)C.O. The reactants are [CH3:1][C:2]1[N:3]([C:31]2[CH:42]=[CH:41][C:34]([O:35][CH:36]([CH3:40])[C:37]([NH2:39])=O)=[CH:33][CH:32]=2)[C:4](=[O:30])[C:5]([CH2:11][C:12]2[CH:17]=[CH:16][C:15]([C:18]3[CH:23]=[CH:22][CH:21]=[CH:20][C:19]=3[C:24]3[NH:28][C:27](=[O:29])[O:26][N:25]=3)=[CH:14][CH:13]=2)=[C:6]([CH2:8][CH2:9][CH3:10])[N:7]=1.C(N(CC)CC)C.FC(F)(F)C(OC(=O)C(F)(F)F)=O.C(OCC)(=O)C. The product is [CH3:1][C:2]1[N:3]([C:31]2[CH:32]=[CH:33][C:34]([O:35][CH:36]([CH3:40])[C:37]#[N:39])=[CH:41][CH:42]=2)[C:4](=[O:30])[C:5]([CH2:11][C:12]2[CH:13]=[CH:14][C:15]([C:18]3[CH:23]=[CH:22][CH:21]=[CH:20][C:19]=3[C:24]3[NH:28][C:27](=[O:29])[O:26][N:25]=3)=[CH:16][CH:17]=2)=[C:6]([CH2:8][CH2:9][CH3:10])[N:7]=1. The yield is 0.640. (3) The reactants are [CH3:1][C:2]1[C:6]([CH2:7][N:8]2[CH:12]=[C:11]([N:13]3[C:17](=[O:18])[CH2:16][NH:15][C:14]3=[O:19])[CH:10]=[N:9]2)=[C:5]([CH3:20])[O:4][N:3]=1.Br[CH2:22][C:23]1[N:28]=[C:27]([CH2:29][OH:30])[CH:26]=[CH:25][CH:24]=1. No catalyst specified. The product is [CH3:1][C:2]1[C:6]([CH2:7][N:8]2[CH:12]=[C:11]([N:13]3[C:17](=[O:18])[CH2:16][N:15]([CH2:22][C:23]4[CH:24]=[CH:25][CH:26]=[C:27]([CH2:29][OH:30])[N:28]=4)[C:14]3=[O:19])[CH:10]=[N:9]2)=[C:5]([CH3:20])[O:4][N:3]=1. The yield is 0.350. (4) The reactants are [F:1][C:2]1[CH:3]=[CH:4][CH:5]=[C:6]2[C:11]=1[N:10]=[C:9]([N:12]1[CH2:17][CH2:16][N:15]([C:18]3[CH:23]=[CH:22][CH:21]=[C:20]([O:24][CH3:25])[CH:19]=3)[CH2:14][CH2:13]1)[N:8]([C:26]1[CH:31]=[C:30]([C:32]([F:35])([F:34])[F:33])[CH:29]=[CH:28][C:27]=1[O:36][CH3:37])[CH:7]2[CH2:38][C:39]([O:41]C)=[O:40].[OH-].[Na+]. The catalyst is O1CCOCC1. The product is [F:1][C:2]1[CH:3]=[CH:4][CH:5]=[C:6]2[C:11]=1[N:10]=[C:9]([N:12]1[CH2:13][CH2:14][N:15]([C:18]3[CH:23]=[CH:22][CH:21]=[C:20]([O:24][CH3:25])[CH:19]=3)[CH2:16][CH2:17]1)[N:8]([C:26]1[CH:31]=[C:30]([C:32]([F:35])([F:34])[F:33])[CH:29]=[CH:28][C:27]=1[O:36][CH3:37])[CH:7]2[CH2:38][C:39]([OH:41])=[O:40]. The yield is 1.00. (5) The reactants are C[O:2][C:3]([C:5]1[CH:13]=[C:12]2[C:8]([C:9]3[CH:17]=[C:16]([CH3:18])[CH:15]=[N:14][C:10]=3[NH:11]2)=[C:7]([C:19]2[CH:24]=[CH:23][CH:22]=[C:21]([S:25]([CH2:28][CH3:29])(=[O:27])=[O:26])[CH:20]=2)[CH:6]=1)=[O:4].[OH-].[Na+].Cl. The catalyst is CO. The product is [CH2:28]([S:25]([C:21]1[CH:20]=[C:19]([C:7]2[CH:6]=[C:5]([C:3]([OH:4])=[O:2])[CH:13]=[C:12]3[C:8]=2[C:9]2[CH:17]=[C:16]([CH3:18])[CH:15]=[N:14][C:10]=2[NH:11]3)[CH:24]=[CH:23][CH:22]=1)(=[O:27])=[O:26])[CH3:29]. The yield is 0.900. (6) The reactants are [OH:1][CH2:2][C:3]([CH3:11])([CH3:10])[C:4]([NH:6][CH2:7][CH2:8][CH3:9])=[O:5].[H-].[Na+].[N+:14]([C:17]1[CH:24]=[CH:23][CH:22]=[C:21]([N+]([O-])=O)[C:18]=1[C:19]#[N:20])([O-:16])=[O:15]. The catalyst is C1COCC1. The product is [C:19]([C:18]1[C:17]([N+:14]([O-:16])=[O:15])=[CH:24][CH:23]=[CH:22][C:21]=1[O:1][CH2:2][C:3]([CH3:10])([CH3:11])[C:4]([NH:6][CH2:7][CH2:8][CH3:9])=[O:5])#[N:20]. The yield is 0.720.